Dataset: Reaction yield outcomes from USPTO patents with 853,638 reactions. Task: Predict the reaction yield, written as a fraction of the theoretical maximum amount of product (1.0 means a 100% yield; for example, 0.34 means a 34% yield). (1) The reactants are [NH2:1][C:2]1[C:10]2[C:5](=[CH:6][CH:7]=[CH:8][C:9]=2[F:11])[C@@:4]([C:19]2[CH:20]=[C:21]([CH3:28])[C:22](=[O:27])[N:23]([CH2:25][CH3:26])[CH:24]=2)([C:12]2[CH:17]=[CH:16][CH:15]=[C:14](Br)[CH:13]=2)[N:3]=1.[F:29][C:30]1[C:35]([Sn](CCCC)(CCCC)CCCC)=[CH:34][N:33]=[CH:32][C:31]=1[CH3:49]. The catalyst is C1C=CC([P]([Pd]([P](C2C=CC=CC=2)(C2C=CC=CC=2)C2C=CC=CC=2)([P](C2C=CC=CC=2)(C2C=CC=CC=2)C2C=CC=CC=2)[P](C2C=CC=CC=2)(C2C=CC=CC=2)C2C=CC=CC=2)(C2C=CC=CC=2)C2C=CC=CC=2)=CC=1.CN(C=O)C. The product is [NH2:1][C:2]1[C:10]2[C:5](=[CH:6][CH:7]=[CH:8][C:9]=2[F:11])[C@@:4]([C:19]2[CH:20]=[C:21]([CH3:28])[C:22](=[O:27])[N:23]([CH2:25][CH3:26])[CH:24]=2)([C:12]2[CH:17]=[CH:16][CH:15]=[C:14]([C:35]3[CH:34]=[N:33][CH:32]=[C:31]([CH3:49])[C:30]=3[F:29])[CH:13]=2)[N:3]=1. The yield is 0.0300. (2) The reactants are [N:1]12CCC(CC1)CC2.[F:9][C:10]1[CH:11]=[C:12]([CH:16]=[C:17]([F:19])[CH:18]=1)[C:13](O)=[O:14].C(N(CC)CC)C. The catalyst is CN(C)C=O.C(OCC)(=O)C. The product is [F:9][C:10]1[CH:11]=[C:12]([CH:16]=[C:17]([F:19])[CH:18]=1)[C:13]([NH2:1])=[O:14]. The yield is 0.760. (3) The reactants are [CH3:1][C:2]1[CH:3]=[C:4]([CH:20]=[C:21]([CH3:32])[C:22]=1[N:23]1[CH:27]=[C:26]([C:28]([F:31])([F:30])[F:29])[CH:25]=[N:24]1)[O:5][C@H:6]([C:10]1[CH:19]=[CH:18][C:13]([C:14]([O:16]C)=[O:15])=[CH:12][CH:11]=1)[CH2:7][CH2:8][CH3:9].[OH-].[Na+].Cl.[CH2:36]([OH:43])[C:37]([NH2:42])([CH2:40][OH:41])[CH2:38][OH:39]. The catalyst is O.CO. The product is [NH2:42][C:37]([CH2:40][OH:41])([CH2:38][OH:39])[CH2:36][OH:43].[CH3:1][C:2]1[CH:3]=[C:4]([CH:20]=[C:21]([CH3:32])[C:22]=1[N:23]1[CH:27]=[C:26]([C:28]([F:29])([F:31])[F:30])[CH:25]=[N:24]1)[O:5][C@H:6]([C:10]1[CH:11]=[CH:12][C:13]([C:14]([OH:16])=[O:15])=[CH:18][CH:19]=1)[CH2:7][CH2:8][CH3:9]. The yield is 0.770.